Dataset: Full USPTO retrosynthesis dataset with 1.9M reactions from patents (1976-2016). Task: Predict the reactants needed to synthesize the given product. (1) Given the product [N:37]1[CH:42]=[CH:41][N:40]=[CH:39][C:38]=1[NH:43][C:44]1[S:45][C:6]([N:1]2[CH:5]=[N:4][CH:3]=[N:2]2)=[C:7]([C:9]2[CH:10]=[C:11]([CH:14]=[CH:15][CH:16]=2)[C:12]#[N:13])[N:46]=1, predict the reactants needed to synthesize it. The reactants are: [N:1]1([CH2:6][C:7]([C:9]2[CH:10]=[C:11]([CH:14]=[CH:15][CH:16]=2)[C:12]#[N:13])=O)[CH:5]=[N:4][CH:3]=[N:2]1.BrBr.Br.BrC(N1C=NC=N1)C(C1C=C(C=CC=1)C#N)=O.[N:37]1[CH:42]=[CH:41][N:40]=[CH:39][C:38]=1[NH:43][C:44]([NH2:46])=[S:45]. (2) Given the product [CH2:14]([N:18]1[N:19]=[C:22]([C:21]2[C:5]3[C:4](=[CH:14][CH:15]=[CH:16][CH:17]=3)[NH:3][C:6]=2[CH3:7])[CH:23]2[CH:9]([CH2:26][CH:20]=[CH:25][CH2:24]2)[C:8]1=[O:13])[CH2:15][CH2:16][CH3:17], predict the reactants needed to synthesize it. The reactants are: CC[N:3]([CH2:6][CH3:7])[CH2:4][CH3:5].[C:8]([OH:13])(=O)[C:9](O)=O.[CH2:14]([NH:18][NH2:19])[CH2:15][CH2:16][CH3:17].[C:20]1([CH3:26])[CH:25]=[CH:24][CH:23]=[CH:22][CH:21]=1.[OH-].[Na+]. (3) Given the product [C:5]([O-:7])(=[O:6])[CH3:4].[NH4+:19].[Cl:12][C:13]1[CH:18]=[CH:17][CH:16]=[CH:15][C:14]=1[N:19]1[C:28]2[CH:27]=[CH:26][CH:25]=[CH:24][C:23]=2[C:22]2[N:29]=[C:30]([NH:47][C:46]3[CH:45]=[CH:44][C:43]([N:40]4[CH2:39][CH2:38][N:37]([CH3:36])[CH2:42][CH2:41]4)=[CH:49][CH:48]=3)[N:31]=[CH:32][C:21]=2[C:20]1=[O:35], predict the reactants needed to synthesize it. The reactants are: ClC1C=[C:4](C=CC=1)[C:5]([O:7]O)=[O:6].[Cl:12][C:13]1[CH:18]=[CH:17][CH:16]=[CH:15][C:14]=1[N:19]1[C:28]2[CH:27]=[CH:26][CH:25]=[CH:24][C:23]=2[C:22]2[N:29]=[C:30](SC)[N:31]=[CH:32][C:21]=2[C:20]1=[O:35].[CH3:36][N:37]1[CH2:42][CH2:41][N:40]([C:43]2[CH:49]=[CH:48][C:46]([NH2:47])=[CH:45][CH:44]=2)[CH2:39][CH2:38]1.CCN(C(C)C)C(C)C. (4) Given the product [CH3:60][O:59][C:57](=[O:58])[NH:56][CH:49]([C:50]1[CH:55]=[CH:54][CH:53]=[CH:52][CH:51]=1)[C:48]([N:116]1[CH2:117][CH2:118][CH2:119][C@H:115]1[C:113]1[NH:114][C:110]([C:107]2[CH:106]=[CH:105][C:104]([C:99]3[CH:98]=[CH:97][C:96]4[C:101](=[CH:102][CH:103]=[C:94]([C:91]5[NH:90][C:89]([C@@H:88]6[CH2:87][C:82]7([O:86][CH2:85][CH2:84][O:83]7)[CH2:81][N:80]6[C:67](=[O:66])[C@@H:68]([NH:75][C:76]([O:77][CH3:78])=[O:79])[CH:69]([CH3:70])[CH3:74])=[N:93][CH:92]=5)[CH:95]=4)[CH:100]=3)=[CH:109][CH:108]=2)=[CH:111][N:112]=1)=[O:61], predict the reactants needed to synthesize it. The reactants are: COC(=O)N[C@@H](C(C)C)C(N1[C@H](C2NC(C3C=CC(C4C=CC5C(=CC=C(C6NC([C@@H]7CCCN7[C:48](=[O:61])[C@H:49]([NH:56][C:57]([O:59][CH3:60])=[O:58])[C:50]7[CH:55]=[CH:54][CH:53]=[CH:52][CH:51]=7)=NC=6)C=5)C=4)=CC=3)=CN=2)CC2(OCCO2)C1)=O.[O:66]=[C:67]([N:80]1[C@H:88]([C:89]2[NH:90][C:91]([C:94]3[CH:103]=[CH:102][C:101]4[C:96](=[CH:97][CH:98]=[C:99]([C:104]5[CH:109]=[CH:108][C:107]([C:110]6[NH:114][C:113]([C@@H:115]7[CH2:119][CH2:118][CH2:117][NH:116]7)=[N:112][CH:111]=6)=[CH:106][CH:105]=5)[CH:100]=4)[CH:95]=3)=[CH:92][N:93]=2)[CH2:87][C:82]2([O:86][CH2:85][CH2:84][O:83]2)[CH2:81]1)[C@@H:68]([NH:75][C:76](=[O:79])[O:77][CH3:78])[CH:69]1[CH2:74]COC[CH2:70]1.Cl.